This data is from Full USPTO retrosynthesis dataset with 1.9M reactions from patents (1976-2016). The task is: Predict the reactants needed to synthesize the given product. (1) Given the product [Cl:2][C:3]1[CH:4]=[CH:5][C:6]2[N:7]([C:9]([CH2:18][N:20]3[CH2:23][CH2:22][C:21]3=[O:24])=[C:10]([C:12]3[CH:17]=[CH:16][CH:15]=[CH:14][CH:13]=3)[N:11]=2)[CH:8]=1, predict the reactants needed to synthesize it. The reactants are: Cl.[Cl:2][C:3]1[CH:4]=[CH:5][C:6]2[N:7]([C:9]([CH2:18]Cl)=[C:10]([C:12]3[CH:17]=[CH:16][CH:15]=[CH:14][CH:13]=3)[N:11]=2)[CH:8]=1.[NH:20]1[CH2:23][CH2:22][C:21]1=[O:24]. (2) The reactants are: [NH2:1][CH2:2][CH2:3][CH2:4][OH:5].FC(F)(F)S(O[Si:12]([CH:19]([CH3:21])[CH3:20])([CH:16]([CH3:18])[CH3:17])[CH:13]([CH3:15])[CH3:14])(=O)=O.C(N(CC)CC)C.[C:31]([O:35][C:36](=[O:39])[CH2:37]Br)([CH3:34])([CH3:33])[CH3:32]. Given the product [C:31]([O:35][C:36](=[O:39])[CH2:37][NH:1][CH2:2][CH2:3][CH2:4][O:5][Si:12]([CH:19]([CH3:21])[CH3:20])([CH:16]([CH3:18])[CH3:17])[CH:13]([CH3:15])[CH3:14])([CH3:34])([CH3:33])[CH3:32], predict the reactants needed to synthesize it. (3) Given the product [Si:24]([O:23][CH2:22][CH2:21][CH2:20][O:1][C:2]1[CH:7]=[C:6]([CH3:8])[C:5]([C:9]2[CH:14]=[CH:13][CH:12]=[C:11]([CH:15]=[O:16])[C:10]=2[CH3:17])=[C:4]([CH3:18])[CH:3]=1)([C:27]([CH3:28])([CH3:29])[CH3:30])([CH3:26])[CH3:25], predict the reactants needed to synthesize it. The reactants are: [OH:1][C:2]1[CH:7]=[C:6]([CH3:8])[C:5]([C:9]2[CH:14]=[CH:13][CH:12]=[C:11]([CH:15]=[O:16])[C:10]=2[CH3:17])=[C:4]([CH3:18])[CH:3]=1.Br[CH2:20][CH2:21][CH2:22][O:23][Si:24]([C:27]([CH3:30])([CH3:29])[CH3:28])([CH3:26])[CH3:25].P([O-])([O-])([O-])=O.[K+].[K+].[K+].CN(C=O)C.